From a dataset of Full USPTO retrosynthesis dataset with 1.9M reactions from patents (1976-2016). Predict the reactants needed to synthesize the given product. (1) The reactants are: [F:1][C:2]1[CH:7]=[CH:6][CH:5]=[C:4]([F:8])[C:3]=1[N:9]1[C:14]2[N:15]=[C:16]([NH:34][CH:35]3[CH2:40][C:39]([CH3:42])([CH3:41])[NH:38][C:37]([CH3:44])([CH3:43])[CH2:36]3)[N:17]=[C:18]([C:19]3[CH:20]=[C:21]([NH:26][C:27]([C:29]4[CH:33]=[CH:32][S:31][CH:30]=4)=[O:28])[CH:22]=[CH:23][C:24]=3[CH3:25])[C:13]=2[CH:12]=[CH:11][C:10]1=[O:45].[ClH:46]. Given the product [ClH:46].[F:8][C:4]1[CH:5]=[CH:6][CH:7]=[C:2]([F:1])[C:3]=1[N:9]1[C:14]2[N:15]=[C:16]([NH:34][CH:35]3[CH2:36][C:37]([CH3:43])([CH3:44])[NH:38][C:39]([CH3:42])([CH3:41])[CH2:40]3)[N:17]=[C:18]([C:19]3[CH:20]=[C:21]([NH:26][C:27]([C:29]4[CH:33]=[CH:32][S:31][CH:30]=4)=[O:28])[CH:22]=[CH:23][C:24]=3[CH3:25])[C:13]=2[CH:12]=[CH:11][C:10]1=[O:45], predict the reactants needed to synthesize it. (2) The reactants are: [F:1][C:2]([F:7])([F:6])[C:3]([OH:5])=[O:4].[OH:8][C@@H:9]1[C@H:13]([OH:14])[C@@H:12]([NH:15][C:16](=[O:19])[CH2:17][CH3:18])[CH2:11][C@H:10]1[N:20]1[CH:28]=[N:27][C:26]2[C:21]1=[N:22][C:23]([N:44]1[CH2:48][CH2:47][C@@H:46]([NH:49][C:50]([N:52]3[CH2:56]C[C@@H:54]([N:57]([CH3:59])[CH3:58])[CH2:53]3)=[O:51])[CH2:45]1)=[N:24][C:25]=2[NH:29][CH2:30][CH:31]([C:38]1[CH:43]=[CH:42][CH:41]=[CH:40][CH:39]=1)[C:32]1[CH:37]=[CH:36][CH:35]=[CH:34][CH:33]=1.C[N:61](C)[C@@H:62]1CCN[CH2:63]1. Given the product [F:1][C:2]([F:7])([F:6])[C:3]([OH:5])=[O:4].[OH:8][C@@H:9]1[C@H:13]([OH:14])[C@@H:12]([NH:15][C:16](=[O:19])[CH2:17][CH3:18])[CH2:11][C@H:10]1[N:20]1[CH:28]=[N:27][C:26]2[C:21]1=[N:22][C:23]([N:44]1[CH2:48][CH2:47][C@@H:46]([NH:49][C:50]([N:52]3[CH2:53][CH2:54][N:57]([CH2:58][CH2:63][C:62]#[N:61])[CH2:59][CH2:56]3)=[O:51])[CH2:45]1)=[N:24][C:25]=2[NH:29][CH2:30][CH:31]([C:32]1[CH:37]=[CH:36][CH:35]=[CH:34][CH:33]=1)[C:38]1[CH:39]=[CH:40][CH:41]=[CH:42][CH:43]=1, predict the reactants needed to synthesize it.